Task: Predict which catalyst facilitates the given reaction.. Dataset: Catalyst prediction with 721,799 reactions and 888 catalyst types from USPTO (1) Product: [CH:1]1([C:4]2[N:9]=[C:8]([C:10]3[CH:11]=[C:12]4[C:16](=[CH:17][CH:18]=3)[NH:15][CH:14]=[C:13]4[C:19]3[CH:24]=[C:23]([O:25][CH2:26][C:27]4[CH:32]=[CH:31][C:30]([O:33][CH3:34])=[CH:29][CH:28]=4)[N:22]=[C:21]([NH:42][CH:39]([CH3:41])[CH3:40])[N:20]=3)[CH:7]=[N:6][CH:5]=2)[CH2:3][CH2:2]1. Reactant: [CH:1]1([C:4]2[N:9]=[C:8]([C:10]3[CH:11]=[C:12]4[C:16](=[CH:17][CH:18]=3)[NH:15][CH:14]=[C:13]4[C:19]3[CH:24]=[C:23]([O:25][CH2:26][C:27]4[CH:32]=[CH:31][C:30]([O:33][CH3:34])=[CH:29][CH:28]=4)[N:22]=[C:21](S(C)(=O)=O)[N:20]=3)[CH:7]=[N:6][CH:5]=2)[CH2:3][CH2:2]1.[CH:39]([NH2:42])([CH3:41])[CH3:40]. The catalyst class is: 179. (2) Reactant: [CH3:1][N:2]1[C:6](=[O:7])[CH:5]=[C:4](Br)[C:3]1=[O:9].O.O.O.C([O-])(=O)C.[Na+].[CH2:18]([SH:24])[CH2:19][CH2:20][CH2:21][CH2:22][CH3:23]. Product: [CH3:1][N:2]1[C:6](=[O:7])[CH:5]=[C:4]([S:24][CH2:18][CH2:19][CH2:20][CH2:21][CH2:22][CH3:23])[C:3]1=[O:9]. The catalyst class is: 5. (3) Reactant: [CH:1]1([CH2:7][NH:8][C:9]([C:11]2[C:12]([C:18]([F:21])([F:20])[F:19])=[N:13][C:14](Cl)=[N:15][CH:16]=2)=[O:10])[CH2:6][CH2:5][CH2:4][CH2:3][CH2:2]1.[Cl:22][C:23]1[CH:28]=[C:27]([CH3:29])[CH:26]=[CH:25][C:24]=1[NH2:30]. Product: [CH:1]1([CH2:7][NH:8][C:9]([C:11]2[C:12]([C:18]([F:21])([F:20])[F:19])=[N:13][C:14]([NH:30][C:24]3[CH:25]=[CH:26][C:27]([CH3:29])=[CH:28][C:23]=3[Cl:22])=[N:15][CH:16]=2)=[O:10])[CH2:6][CH2:5][CH2:4][CH2:3][CH2:2]1. The catalyst class is: 12. (4) Reactant: [O:1]1[CH2:6][CH2:5][N:4]([C:7]2[CH:8]=[C:9]([CH:18]=[CH:19][CH:20]=2)[O:10][C:11]2[C:12]([NH2:17])=[N:13][CH:14]=[CH:15][CH:16]=2)[CH2:3][CH2:2]1.[Br:21]Br. Product: [Br:21][C:18]1[CH:19]=[CH:20][C:7]([N:4]2[CH2:5][CH2:6][O:1][CH2:2][CH2:3]2)=[CH:8][C:9]=1[O:10][C:11]1[C:12]([NH2:17])=[N:13][CH:14]=[CH:15][CH:16]=1. The catalyst class is: 15. (5) Reactant: C(Cl)Cl.[CH2:4]([CH:11]([NH:15][C:16](=[O:33])/[CH:17]=[CH:18]/[C:19]1[CH:24]=[CH:23][C:22]([N:25]2[CH:29]=[C:28]([CH3:30])[N:27]=[CH:26]2)=[C:21]([O:31][CH3:32])[CH:20]=1)[CH:12]([OH:14])[CH3:13])[C:5]1[CH:10]=[CH:9][CH:8]=[CH:7][CH:6]=1.CC(OI1(OC(C)=O)(OC(C)=O)OC(=O)C2C=CC=CC1=2)=O.O.C(=O)(O)[O-].[Na+]. Product: [CH2:4]([CH:11]([NH:15][C:16](=[O:33])/[CH:17]=[CH:18]/[C:19]1[CH:24]=[CH:23][C:22]([N:25]2[CH:29]=[C:28]([CH3:30])[N:27]=[CH:26]2)=[C:21]([O:31][CH3:32])[CH:20]=1)[C:12](=[O:14])[CH3:13])[C:5]1[CH:6]=[CH:7][CH:8]=[CH:9][CH:10]=1. The catalyst class is: 13. (6) Reactant: [NH2:1][C:2]1[C:3]([CH3:10])=[C:4]([O:8][CH3:9])[CH:5]=[CH:6][CH:7]=1.Cl[C:12](Cl)([O:14]C(=O)OC(Cl)(Cl)Cl)Cl. Product: [CH3:9][O:8][C:4]1[CH:5]=[CH:6][CH:7]=[C:2]([N:1]=[C:12]=[O:14])[C:3]=1[CH3:10]. The catalyst class is: 11. (7) Reactant: [O:1]1[C:6]2[CH:7]=[CH:8][C:9]([N:11]=[C:12]=[O:13])=[CH:10][C:5]=2[O:4][CH2:3][CH2:2]1.[C:14]([O:18][C:19]([NH:21][C:22]1[CH:27]=[CH:26][CH:25]=[CH:24][C:23]=1[NH:28][C:29](=[O:48])[C:30]1[CH:35]=[CH:34][C:33]([CH2:36][NH:37][CH2:38][CH2:39][CH2:40][N:41]2[CH2:46][CH2:45][N:44]([CH3:47])[CH2:43][CH2:42]2)=[CH:32][CH:31]=1)=[O:20])([CH3:17])([CH3:16])[CH3:15]. Product: [C:14]([O:18][C:19]([NH:21][C:22]1[CH:27]=[CH:26][CH:25]=[CH:24][C:23]=1[NH:28][C:29](=[O:48])[C:30]1[CH:35]=[CH:34][C:33]([CH2:36][N:37]([CH2:38][CH2:39][CH2:40][N:41]2[CH2:46][CH2:45][N:44]([CH3:47])[CH2:43][CH2:42]2)[C:12]([NH:11][C:9]2[CH:8]=[CH:7][C:6]3[O:1][CH2:2][CH2:3][O:4][C:5]=3[CH:10]=2)=[O:13])=[CH:32][CH:31]=1)=[O:20])([CH3:16])([CH3:17])[CH3:15]. The catalyst class is: 4. (8) Reactant: OOS([O-])=O.[K+].[N+:7]([C:10]1[CH:17]=[C:16]([CH3:18])[CH:15]=[CH:14][C:11]=1[CH:12]=O)([O-])=O.[NH2:19][C:20]1[CH:25]=[CH:24][CH:23]=[CH:22][C:21]=1[NH2:26].C(=O)([O-])[O-].[K+].[K+]. Product: [NH2:7][C:10]1[CH:17]=[C:16]([CH3:18])[CH:15]=[CH:14][C:11]=1[C:12]1[NH:19][C:20]2[CH:25]=[CH:24][CH:23]=[CH:22][C:21]=2[N:26]=1. The catalyst class is: 18. (9) Product: [Br:13][CH2:12][C:7]1[CH:8]=[C:9]2[C:4](=[CH:5][CH:6]=1)[N:3]=[C:2]([CH3:1])[CH:11]=[CH:10]2. The catalyst class is: 53. Reactant: [CH3:1][C:2]1[CH:11]=[CH:10][C:9]2[C:4](=[CH:5][CH:6]=[C:7]([CH3:12])[CH:8]=2)[N:3]=1.[Br:13]N1C(=O)CCC1=O.N(C(C)(C)C#N)=NC(C)(C)C#N. (10) Reactant: N1C2C(=CC=CC=2)C[C:2]1=[O:10].Br[C:12]1[CH:13]=[C:14]2[C:18](=[CH:19][CH:20]=1)[NH:17][C:16](=[O:21])/[C:15]/2=[N:22]\[C:23]1[CH:28]=[CH:27][CH:26]=[C:25](C(F)(F)F)[CH:24]=1.C(N(CC)CC)C.[C:40]1(B(O)O)[CH:45]=[CH:44][CH:43]=[CH:42][CH:41]=1. Product: [CH3:2][O:10][C:28]1[CH:27]=[CH:26][CH:25]=[CH:24][C:23]=1[N:22]=[C:15]1[C:14]2[C:18](=[CH:19][CH:20]=[CH:12][CH:13]=2)[N:17]([C:40]2[CH:45]=[CH:44][CH:43]=[CH:42][CH:41]=2)[C:16]1=[O:21]. The catalyst class is: 302.